The task is: Predict the product of the given reaction.. This data is from Forward reaction prediction with 1.9M reactions from USPTO patents (1976-2016). (1) The product is: [OH:1][C:2]1[C:3]([C:18]([NH:20][CH2:21][C:22]([OH:24])=[O:23])=[O:19])=[C:4]2[C:9](=[CH:10][C:11]=1[C:12]1[CH:17]=[N:16][CH:15]=[CH:14][N:13]=1)[N:8]=[CH:7][CH:6]=[N:5]2. Given the reactants [OH:1][C:2]1[C:3]([C:18]([NH:20][CH2:21][C:22]([O:24]CC)=[O:23])=[O:19])=[C:4]2[C:9](=[CH:10][C:11]=1[C:12]1[CH:17]=[N:16][CH:15]=[CH:14][N:13]=1)[N:8]=[CH:7][CH:6]=[N:5]2.[OH-].[Na+], predict the reaction product. (2) Given the reactants [Cl:1][C:2]1[C:7]([N:8]2[CH2:13][CH2:12][CH:11]([C:14]3[C:19]([O:20][CH3:21])=[CH:18][CH:17]=[CH:16][N:15]=3)[CH2:10][CH2:9]2)=[CH:6][N:5]=[N:4][C:3]=1[NH:22][NH:23][C:24](=O)[CH2:25][C:26]([F:29])([F:28])[F:27].P(Cl)(Cl)(Cl)=O, predict the reaction product. The product is: [Cl:1][C:2]1[C:3]2[N:4]([C:24]([CH2:25][C:26]([F:29])([F:27])[F:28])=[N:23][N:22]=2)[N:5]=[CH:6][C:7]=1[N:8]1[CH2:9][CH2:10][CH:11]([C:14]2[C:19]([O:20][CH3:21])=[CH:18][CH:17]=[CH:16][N:15]=2)[CH2:12][CH2:13]1.